Dataset: Catalyst prediction with 721,799 reactions and 888 catalyst types from USPTO. Task: Predict which catalyst facilitates the given reaction. (1) Reactant: [C:1]([Si:5]([CH3:14])([CH3:13])[O:6][CH2:7][CH2:8][CH2:9][N+:10]([O-:12])=[O:11])([CH3:4])([CH3:3])[CH3:2].[K].[CH3:16][C:17]1[CH:18]=[N:19][C:20]([CH:23]=[O:24])=[N:21][CH:22]=1.O. Product: [CH3:14][Si:5]([CH3:13])([C:1]([CH3:4])([CH3:3])[CH3:2])[O:6][CH2:7][CH2:8][CH:9]([N+:10]([O-:12])=[O:11])[CH:23]([C:20]1[N:21]=[CH:22][C:17]([CH3:16])=[CH:18][N:19]=1)[OH:24]. The catalyst class is: 1. (2) Reactant: C([O:4][CH2:5][C:6]1[C:7]([S:35]([CH3:38])(=[O:37])=[O:36])=[CH:8][C:9]2[N:13]3[CH2:14][CH2:15][N:16]([C:21]4[N:26]=[C:25]([C:27]([F:30])([F:29])[F:28])[C:24]([C:31](=[O:33])[CH3:32])=[CH:23][N:22]=4)[C@H:17]([CH:18]([CH3:20])[CH3:19])[C:12]3=[N:11][C:10]=2[CH:34]=1)(=O)C.[Li+].[OH-]. Product: [OH:4][CH2:5][C:6]1[C:7]([S:35]([CH3:38])(=[O:36])=[O:37])=[CH:8][C:9]2[N:13]3[CH2:14][CH2:15][N:16]([C:21]4[N:26]=[C:25]([C:27]([F:30])([F:29])[F:28])[C:24]([C:31](=[O:33])[CH3:32])=[CH:23][N:22]=4)[C@H:17]([CH:18]([CH3:20])[CH3:19])[C:12]3=[N:11][C:10]=2[CH:34]=1.[OH:4][CH2:5][C:6]1[C:7]([S:35]([CH3:38])(=[O:36])=[O:37])=[CH:8][C:9]2[N:13]3[CH2:14][CH2:15][N:16]([C:21]4[N:26]=[C:25]([C:27]([F:30])([F:29])[F:28])[C:24]([C:31](=[O:33])[CH3:32])=[CH:23][N:22]=4)[C@@H:17]([CH:18]([CH3:20])[CH3:19])[C:12]3=[N:11][C:10]=2[CH:34]=1. The catalyst class is: 20.